From a dataset of Tyrosyl-DNA phosphodiesterase HTS with 341,365 compounds. Binary Classification. Given a drug SMILES string, predict its activity (active/inactive) in a high-throughput screening assay against a specified biological target. (1) The drug is S=C(NNC(=O)CCc1ccccc1)NC(=O)C. The result is 0 (inactive). (2) The drug is S=C(N1CCC(N2CCCCC2)CC1)Nc1c(cccc1)C(OCC)=O. The result is 0 (inactive).